This data is from Reaction yield outcomes from USPTO patents with 853,638 reactions. The task is: Predict the reaction yield, written as a fraction of the theoretical maximum amount of product (1.0 means a 100% yield; for example, 0.34 means a 34% yield). (1) The reactants are C([CH:3]([C:7](Cl)=[O:8])[C:4](Cl)=[O:5])C.[NH2:10][C:11]1[CH:29]=[C:28]([Br:30])[C:14]([O:15][C:16]2[CH:17]=[C:18]([CH:25]([CH3:27])[CH3:26])[C:19]([OH:24])=[C:20]([CH:23]=2)[CH:21]=[O:22])=[C:13]([Br:31])[C:12]=1[CH3:32].CCN(CC)CC.C1C[O:43][CH2:42][CH2:41]1. No catalyst specified. The product is [CH2:42]([O:43][C:7](=[O:8])[CH2:3][C:4]([NH:10][C:11]1[CH:29]=[C:28]([Br:30])[C:14]([O:15][C:16]2[CH:17]=[C:18]([CH:25]([CH3:27])[CH3:26])[C:19]([OH:24])=[C:20]([CH:21]=[O:22])[CH:23]=2)=[C:13]([Br:31])[C:12]=1[CH3:32])=[O:5])[CH3:41]. The yield is 0.480. (2) The yield is 0.607. The catalyst is [C-]#N.[Zn+2].[C-]#N.C1C=CC([P]([Pd]([P](C2C=CC=CC=2)(C2C=CC=CC=2)C2C=CC=CC=2)([P](C2C=CC=CC=2)(C2C=CC=CC=2)C2C=CC=CC=2)[P](C2C=CC=CC=2)(C2C=CC=CC=2)C2C=CC=CC=2)(C2C=CC=CC=2)C2C=CC=CC=2)=CC=1. The product is [CH3:1][O:2][C:3](=[O:21])[C:4]1[CH:9]=[CH:8][C:7]([C:22]#[N:23])=[C:6]([N+:18]([O-:20])=[O:19])[CH:5]=1. The reactants are [CH3:1][O:2][C:3](=[O:21])[C:4]1[CH:9]=[CH:8][C:7](OS(C(F)(F)F)(=O)=O)=[C:6]([N+:18]([O-:20])=[O:19])[CH:5]=1.[CH3:22][N:23](C)C=O.